From a dataset of Peptide-MHC class II binding affinity with 134,281 pairs from IEDB. Regression. Given a peptide amino acid sequence and an MHC pseudo amino acid sequence, predict their binding affinity value. This is MHC class II binding data. (1) The peptide sequence is QGLRYFIMAYVNQAH. The MHC is DRB1_0301 with pseudo-sequence DRB1_0301. The binding affinity (normalized) is 0.687. (2) The peptide sequence is PEFSELFAAFPSFAG. The MHC is DRB1_0405 with pseudo-sequence DRB1_0405. The binding affinity (normalized) is 0.768. (3) The peptide sequence is RGDSRLTYQWHKEGS. The MHC is DRB1_1101 with pseudo-sequence DRB1_1101. The binding affinity (normalized) is 0.412. (4) The peptide sequence is SMGDDHFWAVRGGGGESFGI. The MHC is HLA-DPA10103-DPB10301 with pseudo-sequence HLA-DPA10103-DPB10301. The binding affinity (normalized) is 0.454. (5) The peptide sequence is SGGNHMLLDGVSVVA. The MHC is H-2-IAb with pseudo-sequence H-2-IAb. The binding affinity (normalized) is 0.0594. (6) The peptide sequence is AALDAQAVELTARLN. The MHC is DRB5_0101 with pseudo-sequence DRB5_0101. The binding affinity (normalized) is 0.103. (7) The peptide sequence is GKGEWMTTEDMLEVW. The MHC is DRB1_0301 with pseudo-sequence DRB1_0301. The binding affinity (normalized) is 0. (8) The peptide sequence is YDKNLANVSTVLTGK. The MHC is DRB1_0802 with pseudo-sequence DRB1_0802. The binding affinity (normalized) is 0.780. (9) The MHC is DRB1_1501 with pseudo-sequence DRB1_1501. The binding affinity (normalized) is 0. The peptide sequence is NPERMFRKPIPSTVKAGELE.